Predict the product of the given reaction. From a dataset of Forward reaction prediction with 1.9M reactions from USPTO patents (1976-2016). (1) Given the reactants Br[C:2]1[CH:11]=[C:10]2[C:5]([CH2:6][CH2:7][N:8]([CH:12]([CH3:29])[C:13]([NH:15][C:16]3[CH:21]=[CH:20][C:19]([C:22]4[CH:27]=[CH:26][N:25]=[C:24]([CH3:28])[CH:23]=4)=[CH:18][CH:17]=3)=[O:14])[CH2:9]2)=[CH:4][CH:3]=1.[CH3:30][C:31]1[CH:36]=[C:35](B(O)O)[CH:34]=[CH:33][N:32]=1.P([O-])([O-])([O-])=O.[K+].[K+].[K+], predict the reaction product. The product is: [CH3:30][C:31]1[CH:36]=[C:35]([C:2]2[CH:11]=[C:10]3[C:5]([CH2:6][CH2:7][N:8]([CH:12]([CH3:29])[C:13]([NH:15][C:16]4[CH:21]=[CH:20][C:19]([C:22]5[CH:27]=[CH:26][N:25]=[C:24]([CH3:28])[CH:23]=5)=[CH:18][CH:17]=4)=[O:14])[CH2:9]3)=[CH:4][CH:3]=2)[CH:34]=[CH:33][N:32]=1. (2) The product is: [Cl:1][C:2]1[CH:3]=[C:4]2[C:8](=[CH:9][CH:10]=1)[N:7]([C@@H:11]([C:27]1[CH:32]=[CH:31][CH:30]=[CH:29][CH:28]=1)[C@H:12]([O:25][CH3:26])[CH2:13][NH:35][CH3:34])[CH:6]=[C:5]2[CH3:33]. Given the reactants [Cl:1][C:2]1[CH:3]=[C:4]2[C:8](=[CH:9][CH:10]=1)[N:7]([CH:11]([C:27]1[CH:32]=[CH:31][CH:30]=[CH:29][CH:28]=1)[CH:12]([O:25][CH3:26])[CH2:13]OS(C1C=CC(C)=CC=1)(=O)=O)[CH:6]=[C:5]2[CH3:33].[CH3:34][NH2:35], predict the reaction product. (3) The product is: [F:1][C:2]1[CH:3]=[C:4]([NH:15][C:16](=[O:22])[O:17][CH2:18][CH:19]([CH3:20])[CH3:21])[CH:5]=[CH:6][C:7]=1[CH:8]1[CH2:13][CH2:12][S:11][CH2:10][CH2:9]1. Given the reactants [F:1][C:2]1[CH:3]=[C:4]([NH:15][C:16](=[O:22])[O:17][CH2:18][CH:19]([CH3:21])[CH3:20])[CH:5]=[CH:6][C:7]=1[C:8]1(O)[CH2:13][CH2:12][S:11][CH2:10][CH2:9]1.FC(F)(F)C(O)=O.C([SiH](CC)CC)C, predict the reaction product.